Dataset: Forward reaction prediction with 1.9M reactions from USPTO patents (1976-2016). Task: Predict the product of the given reaction. (1) Given the reactants [CH2:1]([O:5][C:6]1[CH:11]=[C:10]([CH2:12][O:13][C:14]2[CH:22]=[C:21]3[C:17]([CH2:18][CH2:19][C@H:20]3[CH2:23][C:24]([O:26]C)=[O:25])=[CH:16][CH:15]=2)[CH:9]=[CH:8][C:7]=1[C:28]1[CH:33]=[C:32]([O:34][CH3:35])[CH:31]=[CH:30][C:29]=1[F:36])[CH2:2][CH2:3][CH3:4].[OH-].[Li+], predict the reaction product. The product is: [CH2:1]([O:5][C:6]1[CH:11]=[C:10]([CH2:12][O:13][C:14]2[CH:22]=[C:21]3[C:17]([CH2:18][CH2:19][C@@H:20]3[CH2:23][C:24]([OH:26])=[O:25])=[CH:16][CH:15]=2)[CH:9]=[CH:8][C:7]=1[C:28]1[CH:33]=[C:32]([O:34][CH3:35])[CH:31]=[CH:30][C:29]=1[F:36])[CH2:2][CH2:3][CH3:4].[CH2:1]([O:5][C:6]1[CH:11]=[C:10]([CH2:12][O:13][C:14]2[CH:22]=[C:21]3[C:17]([CH2:18][CH2:19][C@H:20]3[CH2:23][C:24]([OH:26])=[O:25])=[CH:16][CH:15]=2)[CH:9]=[CH:8][C:7]=1[C:28]1[CH:33]=[C:32]([O:34][CH3:35])[CH:31]=[CH:30][C:29]=1[F:36])[CH2:2][CH2:3][CH3:4]. (2) Given the reactants [F:1][C:2]1[CH:3]=[CH:4][C:5]2[O:10][CH2:9][C@H:8]([CH2:11][OH:12])[O:7][C:6]=2[CH:13]=1.C([Sn](=O)CCCC)CCC.[C:24]1([CH3:34])[CH:29]=[CH:28][C:27]([S:30](Cl)(=[O:32])=[O:31])=[CH:26][CH:25]=1.O, predict the reaction product. The product is: [CH3:34][C:24]1[CH:29]=[CH:28][C:27]([S:30]([O:12][CH2:11][C@@H:8]2[O:7][C:6]3[CH:13]=[C:2]([F:1])[CH:3]=[CH:4][C:5]=3[O:10][CH2:9]2)(=[O:32])=[O:31])=[CH:26][CH:25]=1. (3) Given the reactants [Cl:1][C:2]1[CH:3]=[C:4]([O:22][CH2:23][C:24]2[C:29]([F:30])=[CH:28][CH:27]=[CH:26][C:25]=2[F:31])[C:5]2[N:6]([C:8]([C:12]([NH:14][C@H:15]([CH2:18][CH2:19][CH2:20][CH3:21])[CH2:16]O)=[O:13])=[C:9]([CH3:11])[N:10]=2)[CH:7]=1.S(Cl)([Cl:34])=O, predict the reaction product. The product is: [ClH:1].[Cl:1][C:2]1[CH:3]=[C:4]([O:22][CH2:23][C:24]2[C:29]([F:30])=[CH:28][CH:27]=[CH:26][C:25]=2[F:31])[C:5]2[N:6]([C:8]([C:12]([NH:14][C@H:15]([CH2:18][CH2:19][CH2:20][CH3:21])[CH2:16][Cl:34])=[O:13])=[C:9]([CH3:11])[N:10]=2)[CH:7]=1. (4) Given the reactants [Br:1][C:2]1[CH:7]=[CH:6][C:5]([CH:8]([C:10]2[CH:11]=[N:12][CH:13]=[N:14][CH:15]=2)[OH:9])=[CH:4][CH:3]=1, predict the reaction product. The product is: [Br:1][C:2]1[CH:3]=[CH:4][C:5]([C:8]([C:10]2[CH:15]=[N:14][CH:13]=[N:12][CH:11]=2)=[O:9])=[CH:6][CH:7]=1. (5) The product is: [OH:1][C:3]1[CH:12]=[C:11]2[C:6]([CH:7]=[C:8]([C:17]([O:19][CH2:20][CH3:21])=[O:18])[CH:9]([C:13]([F:16])([F:14])[F:15])[O:10]2)=[CH:5][C:4]=1[CH3:22]. Given the reactants [O:1]([C:3]1[CH:12]=[C:11]2[C:6]([CH:7]=[C:8]([C:17]([O:19][CH2:20][CH3:21])=[O:18])[CH:9]([C:13]([F:16])([F:15])[F:14])[O:10]2)=[CH:5][C:4]=1[CH3:22])C.B(Br)(Br)Br, predict the reaction product.